This data is from Full USPTO retrosynthesis dataset with 1.9M reactions from patents (1976-2016). The task is: Predict the reactants needed to synthesize the given product. (1) Given the product [Cl:1][C:2]1[N:7]2[N:8]=[C:9]([C:11]3[CH:16]=[CH:15][CH:14]=[CH:13][C:12]=3[Cl:17])[C:10]([I:19])=[C:6]2[N:5]=[C:4]([CH3:18])[CH:3]=1, predict the reactants needed to synthesize it. The reactants are: [Cl:1][C:2]1[N:7]2[N:8]=[C:9]([C:11]3[CH:16]=[CH:15][CH:14]=[CH:13][C:12]=3[Cl:17])[CH:10]=[C:6]2[N:5]=[C:4]([CH3:18])[CH:3]=1.[I:19]N1C(=O)CCC1=O. (2) Given the product [F:32][C:31]([F:34])([F:33])[C:29]([O-:35])=[O:30].[F:32][C:31]([F:34])([F:33])[C:29]([O-:35])=[O:30].[NH3+:7][C@H:8]([C:17]1[NH2+:18][C:19]([C:22]2[CH:27]=[CH:26][CH:25]=[CH:24][CH:23]=2)=[CH:20][N:21]=1)[CH2:9][CH2:10][CH2:11][CH2:12][CH2:13][C:14](=[O:16])[CH3:15], predict the reactants needed to synthesize it. The reactants are: C(OC(=O)[NH:7][C@H:8]([C:17]1[NH:18][C:19]([C:22]2[CH:27]=[CH:26][CH:25]=[CH:24][CH:23]=2)=[CH:20][N:21]=1)[CH2:9][CH2:10][CH2:11][CH2:12][CH2:13][C:14](=[O:16])[CH3:15])(C)(C)C.[C:29]([OH:35])([C:31]([F:34])([F:33])[F:32])=[O:30].C(Cl)Cl. (3) Given the product [CH3:1][N:2]([CH3:28])[C:3]([C:5]1[N:20]([CH:21]2[CH2:26][CH2:25][C:24]([OH:27])([CH3:30])[CH2:23][CH2:22]2)[C:8]2[N:9]=[C:10]([NH:13][C:14]3[CH:19]=[CH:18][CH:17]=[CH:16][N:15]=3)[N:11]=[CH:12][C:7]=2[CH:6]=1)=[O:4], predict the reactants needed to synthesize it. The reactants are: [CH3:1][N:2]([CH3:28])[C:3]([C:5]1[N:20]([CH:21]2[CH2:26][CH2:25][C:24](=[O:27])[CH2:23][CH2:22]2)[C:8]2[N:9]=[C:10]([NH:13][C:14]3[CH:19]=[CH:18][CH:17]=[CH:16][N:15]=3)[N:11]=[CH:12][C:7]=2[CH:6]=1)=[O:4].O.[C:30](=O)(O)[O-].[Na+]. (4) Given the product [CH3:1][C:2]1[S:3][C:4]([C:8]([C:10]2[N:14]([CH3:15])[N:13]=[N:12][CH:11]=2)=[O:9])=[C:5]([CH3:7])[N:6]=1, predict the reactants needed to synthesize it. The reactants are: [CH3:1][C:2]1[S:3][C:4]([CH:8]([C:10]2[N:14]([CH3:15])[N:13]=[N:12][CH:11]=2)[OH:9])=[C:5]([CH3:7])[N:6]=1.[Al]. (5) Given the product [ClH:43].[CH3:30][O:31][C:32]1[CH:33]=[C:34]([S:40]([NH:24][C:11]2[CH:10]=[CH:9][C:8]([N:5]3[CH2:6][CH2:7][N:2]([CH3:1])[CH2:3][CH2:4]3)=[CH:13][C:12]=2[NH:14][S:15]([C:18]2[CH:23]=[CH:22][CH:21]=[CH:20][CH:19]=2)(=[O:17])=[O:16])(=[O:41])=[O:42])[CH:35]=[CH:36][C:37]=1[O:38][CH3:39], predict the reactants needed to synthesize it. The reactants are: [CH3:1][N:2]1[CH2:7][CH2:6][N:5]([C:8]2[CH:9]=[CH:10][C:11]([N+:24]([O-])=O)=[C:12]([NH:14][S:15]([C:18]3[CH:23]=[CH:22][CH:21]=[CH:20][CH:19]=3)(=[O:17])=[O:16])[CH:13]=2)[CH2:4][CH2:3]1.O.NN.[CH3:30][O:31][C:32]1[CH:33]=[C:34]([S:40]([Cl:43])(=[O:42])=[O:41])[CH:35]=[CH:36][C:37]=1[O:38][CH3:39]. (6) Given the product [CH:1]1([CH2:7][CH2:8][C:9]([N:14]2[C@@H:29]([CH:26]([CH3:27])[CH3:28])[CH2:33][O:32][C:17]2=[O:24])=[O:11])[CH2:2][CH2:3][CH2:4][CH2:5][CH2:6]1, predict the reactants needed to synthesize it. The reactants are: [CH:1]1([CH2:7][CH2:8][C:9]([OH:11])=O)[CH2:6][CH2:5][CH2:4][CH2:3][CH2:2]1.C([N:14]([CH2:17]C)CC)C.C(Cl)(=[O:24])C(C)(C)C.[CH:26]([C@H:29]1[CH2:33][O:32]NC1=O)([CH3:28])[CH3:27].C([Li])CCC. (7) Given the product [C:8]([O:10][CH2:36][C:21]1[C:20]([O:19][CH2:12][C:13]2[CH:18]=[CH:17][CH:16]=[CH:15][CH:14]=2)=[C:25]([O:26][CH2:27][C:28]2[CH:29]=[CH:30][C:31]([O:34][CH3:35])=[CH:32][CH:33]=2)[CH:24]=[CH:23][N:22]=1)(=[O:9])[CH3:3], predict the reactants needed to synthesize it. The reactants are: C1C=C(Cl)C=[C:3]([C:8]([O:10]O)=[O:9])C=1.[CH2:12]([O:19][C:20]1[C:21]([CH3:36])=[N:22][CH:23]=[CH:24][C:25]=1[O:26][CH2:27][C:28]1[CH:33]=[CH:32][C:31]([O:34][CH3:35])=[CH:30][CH:29]=1)[C:13]1[CH:18]=[CH:17][CH:16]=[CH:15][CH:14]=1. (8) The reactants are: CS(C)=O.[C:5]([C:9]1[CH:14]=[CH:13][C:12]([NH2:15])=[C:11]([N+:16]([O-:18])=[O:17])[CH:10]=1)([CH3:8])([CH3:7])[CH3:6].[OH-].[K+].[CH2:21](Br)[C:22]1[CH:27]=[CH:26][CH:25]=[CH:24][CH:23]=1. Given the product [CH2:21]([NH:15][C:12]1[CH:13]=[CH:14][C:9]([C:5]([CH3:8])([CH3:6])[CH3:7])=[CH:10][C:11]=1[N+:16]([O-:18])=[O:17])[C:22]1[CH:27]=[CH:26][CH:25]=[CH:24][CH:23]=1, predict the reactants needed to synthesize it. (9) Given the product [NH2:15][C:9]1[C:10]([NH:12][CH2:13][CH3:14])=[N:11][C:6]([Cl:5])=[CH:7][CH:8]=1, predict the reactants needed to synthesize it. The reactants are: Cl[Sn]Cl.O.[Cl:5][C:6]1[N:11]=[C:10]([NH:12][CH2:13][CH3:14])[C:9]([N+:15]([O-])=O)=[CH:8][CH:7]=1.O.[OH-].[Na+]. (10) Given the product [Cl:22][C:23]1[CH:24]=[C:25]([CH2:28][NH:29][C:3]([C:4]2[C:8]([NH:9][CH2:10][CH2:11][O:12][CH3:13])=[N:7][O:6][N:5]=2)=[N:2][OH:1])[O:26][CH:27]=1, predict the reactants needed to synthesize it. The reactants are: [OH:1][N:2]=[C:3](Cl)[C:4]1[C:8]([NH:9][CH2:10][CH2:11][O:12][CH3:13])=[N:7][O:6][N:5]=1.FC(F)(F)C(O)=O.[Cl:22][C:23]1[CH:24]=[C:25]([CH2:28][NH2:29])[O:26][CH:27]=1.